Dataset: Full USPTO retrosynthesis dataset with 1.9M reactions from patents (1976-2016). Task: Predict the reactants needed to synthesize the given product. Given the product [C:1]([OH:7])([C:3]([F:6])([F:5])[F:4])=[O:2].[C@@H:16]12[CH2:17][C@@H:18]1[CH2:19][C@@H:20]([C:21]1[NH:25][C:24]3[CH:26]=[C:27]([C:30]4[CH:39]=[N:38][C:37]5[C:32](=[CH:33][CH:34]=[C:35]([C:40]6[NH:44][C:43]([C@@H:45]7[CH2:50][C@@H:49]8[C@@H:47]([CH2:48]8)[NH:46]7)=[N:42][CH:41]=6)[CH:36]=5)[N:31]=4)[CH:28]=[CH:29][C:23]=3[N:22]=1)[NH:15]2, predict the reactants needed to synthesize it. The reactants are: [C:1]([OH:7])([C:3]([F:6])([F:5])[F:4])=[O:2].C(OC([N:15]1[C@H:20]([C:21]2[NH:25][C:24]3[CH:26]=[C:27]([C:30]4[CH:39]=[N:38][C:37]5[C:32](=[CH:33][CH:34]=[C:35]([C:40]6[NH:44][C:43]([C@@H:45]7[CH2:50][C@@H:49]8[C@@H:47]([CH2:48]8)[N:46]7C(OC(C)(C)C)=O)=[N:42][CH:41]=6)[CH:36]=5)[N:31]=4)[CH:28]=[CH:29][C:23]=3[N:22]=2)[CH2:19][C@@H:18]2[C@H:16]1[CH2:17]2)=O)(C)(C)C.